This data is from NCI-60 drug combinations with 297,098 pairs across 59 cell lines. The task is: Regression. Given two drug SMILES strings and cell line genomic features, predict the synergy score measuring deviation from expected non-interaction effect. Drug 1: C1=NC2=C(N1)C(=S)N=CN2. Drug 2: CCCCCOC(=O)NC1=NC(=O)N(C=C1F)C2C(C(C(O2)C)O)O. Cell line: SNB-75. Synergy scores: CSS=2.52, Synergy_ZIP=-0.551, Synergy_Bliss=0.124, Synergy_Loewe=-1.00, Synergy_HSA=-0.966.